This data is from NCI-60 drug combinations with 297,098 pairs across 59 cell lines. The task is: Regression. Given two drug SMILES strings and cell line genomic features, predict the synergy score measuring deviation from expected non-interaction effect. (1) Drug 1: CN(C)N=NC1=C(NC=N1)C(=O)N. Drug 2: C1=C(C(=O)NC(=O)N1)F. Cell line: HS 578T. Synergy scores: CSS=39.0, Synergy_ZIP=1.04, Synergy_Bliss=8.59, Synergy_Loewe=2.11, Synergy_HSA=8.92. (2) Drug 1: C1C(C(OC1N2C=C(C(=O)NC2=O)F)CO)O. Drug 2: C1=NC2=C(N=C(N=C2N1C3C(C(C(O3)CO)O)O)F)N. Cell line: T-47D. Synergy scores: CSS=2.28, Synergy_ZIP=0.879, Synergy_Bliss=-0.462, Synergy_Loewe=-11.5, Synergy_HSA=-3.44.